This data is from Reaction yield outcomes from USPTO patents with 853,638 reactions. The task is: Predict the reaction yield, written as a fraction of the theoretical maximum amount of product (1.0 means a 100% yield; for example, 0.34 means a 34% yield). (1) The reactants are [CH2:1]([N:8]1[CH:14]2[CH2:15][CH2:16][CH2:17][CH:9]1[CH2:10][NH:11][CH2:12][CH2:13]2)[C:2]1[CH:7]=[CH:6][CH:5]=[CH:4][CH:3]=1.[C:18](O[C:18](=[O:21])[CH2:19][CH3:20])(=[O:21])[CH2:19][CH3:20]. The catalyst is ClCCl. The product is [CH2:1]([N:8]1[CH:14]2[CH2:15][CH2:16][CH2:17][CH:9]1[CH2:10][N:11]([C:18](=[O:21])[CH2:19][CH3:20])[CH2:12][CH2:13]2)[C:2]1[CH:3]=[CH:4][CH:5]=[CH:6][CH:7]=1. The yield is 0.940. (2) The reactants are Cl[C:2]([O:4][CH2:5][C:6]1[CH:11]=[CH:10][CH:9]=[CH:8][CH:7]=1)=[O:3].Br.[Br:13][CH2:14][CH2:15][NH2:16].C(N(CC)CC)C. The catalyst is C(Cl)Cl. The product is [CH2:5]([O:4][C:2](=[O:3])[NH:16][CH2:15][CH2:14][Br:13])[C:6]1[CH:11]=[CH:10][CH:9]=[CH:8][CH:7]=1. The yield is 0.890. (3) The reactants are CC(C)([O-])C.[K+].Cl[C:8]1[N:9]=[N+:10]([O-:15])[C:11]([Cl:14])=[CH:12][CH:13]=1.O.[CH3:17][O:18][C:19]1[CH:24]=[CH:23][C:22]([CH3:25])=[CH:21][C:20]=1[OH:26]. The product is [Cl:14][C:11]1[N+:10]([O-:15])=[N:9][C:8]([O:26][C:20]2[CH:21]=[C:22]([CH3:25])[CH:23]=[CH:24][C:19]=2[O:18][CH3:17])=[CH:13][CH:12]=1. The yield is 0.702. The catalyst is O1CCOCC1.CS(C)=O. (4) The reactants are [OH:1][CH2:2][C@@H:3]1[CH2:8][C:7]([C:9]2[N:10]=[C:11]([S:14][CH2:15][C:16]3[CH:21]=[CH:20][C:19]([O:22][CH3:23])=[CH:18][CH:17]=3)[S:12][CH:13]=2)=[CH:6][CH2:5][N:4]1[C:24]([O:26][CH2:27][CH:28]=[CH2:29])=[O:25].ClS([N:34]=[C:35]=[O:36])(=O)=O.O.C(OCC)(=O)C. The catalyst is C(Cl)(Cl)Cl. The product is [NH2:34][C:35]([O:1][CH2:2][C@@H:3]1[CH2:8][C:7]([C:9]2[N:10]=[C:11]([S:14][CH2:15][C:16]3[CH:17]=[CH:18][C:19]([O:22][CH3:23])=[CH:20][CH:21]=3)[S:12][CH:13]=2)=[CH:6][CH2:5][N:4]1[C:24]([O:26][CH2:27][CH:28]=[CH2:29])=[O:25])=[O:36]. The yield is 0.900. (5) The reactants are Br[CH2:2][CH2:3][CH2:4][O:5][C:6]1[CH:7]=[CH:8][C:9]2[O:14][CH2:13][C:12](=[O:15])[NH:11][C:10]=2[CH:16]=1.[CH3:17][NH2:18]. The catalyst is CCO. The product is [CH3:17][NH:18][CH2:2][CH2:3][CH2:4][O:5][C:6]1[CH:7]=[CH:8][C:9]2[O:14][CH2:13][C:12](=[O:15])[NH:11][C:10]=2[CH:16]=1. The yield is 0.380. (6) The reactants are [Br:1][C:2]1[CH:3]=[CH:4][C:5](F)=[N:6][CH:7]=1.[CH2:9]([CH2:11][NH2:12])[OH:10]. No catalyst specified. The product is [Br:1][C:2]1[CH:3]=[CH:4][C:5]([NH:12][CH2:11][CH2:9][OH:10])=[N:6][CH:7]=1. The yield is 0.130. (7) The yield is 0.800. The product is [CH:13]1([NH:16][C:2]2[C:11]3[C:6](=[CH:7][C:8]([F:12])=[CH:9][CH:10]=3)[N:5]=[CH:4][N:3]=2)[CH2:15][CH2:14]1. The catalyst is ClCCl. The reactants are Cl[C:2]1[C:11]2[C:6](=[CH:7][C:8]([F:12])=[CH:9][CH:10]=2)[N:5]=[CH:4][N:3]=1.[CH:13]1([NH2:16])[CH2:15][CH2:14]1. (8) The reactants are [CH2:1]([N:4]1[CH2:10][CH2:9][CH2:8][N:7]([C:11]2[CH:21]=[CH:20][C:14]([C:15]([O:17]CC)=O)=[CH:13][CH:12]=2)[CH2:6][CH2:5]1)[CH:2]=[CH2:3].[CH3:22][O:23][C:24]1[CH:25]=[C:26]([CH2:32][CH2:33][C:34]2[CH:35]=[C:36]([NH2:39])[NH:37][N:38]=2)[CH:27]=[C:28]([O:30][CH3:31])[CH:29]=1.C[Al](C)C.C(Cl)Cl.CCOCC. The catalyst is C1(C)C=CC=CC=1. The product is [CH3:31][O:30][C:28]1[CH:27]=[C:26]([CH2:32][CH2:33][C:34]2[CH:35]=[C:36]([NH:39][C:15](=[O:17])[C:14]3[CH:13]=[CH:12][C:11]([N:7]4[CH2:8][CH2:9][CH2:10][N:4]([CH2:1][CH:2]=[CH2:3])[CH2:5][CH2:6]4)=[CH:21][CH:20]=3)[NH:37][N:38]=2)[CH:25]=[C:24]([O:23][CH3:22])[CH:29]=1. The yield is 0.145. (9) The reactants are [CH3:1][O:2][C:3]1[CH:34]=[C:33]([O:35][CH3:36])[CH:32]=[CH:31][C:4]=1[CH2:5][NH:6][C:7]([C:9]1[CH:30]=[CH:29][C:12]2[CH2:13][C@@H:14]3[C@H:19]([CH3:20])[C@:18]([CH3:21])([C:11]=2[CH:10]=1)[CH2:17][CH2:16][N:15]3C(OC(C)(C)C)=O)=[O:8].[ClH:37].O1CCOCC1. No catalyst specified. The product is [ClH:37].[CH3:1][O:2][C:3]1[CH:34]=[C:33]([O:35][CH3:36])[CH:32]=[CH:31][C:4]=1[CH2:5][NH:6][C:7]([C:9]1[CH:30]=[CH:29][C:12]2[CH2:13][C@@H:14]3[C@H:19]([CH3:20])[C@:18]([CH3:21])([C:11]=2[CH:10]=1)[CH2:17][CH2:16][NH:15]3)=[O:8]. The yield is 0.960. (10) The reactants are Br[CH2:2][C:3]1[CH:8]=[CH:7][C:6]([C:9]([F:12])([F:11])[F:10])=[CH:5][C:4]=1[C:13]([F:16])([F:15])[F:14].[OH:17][C:18]1[CH:19]=[C:20]([CH:23]=[CH:24][C:25]=1[O:26][CH3:27])[CH:21]=[O:22].C(=O)([O-])[O-].[K+].[K+].O. The catalyst is CN(C)C=O.C(OCC)(=O)C. The product is [F:14][C:13]([F:16])([F:15])[C:4]1[CH:5]=[C:6]([C:9]([F:12])([F:11])[F:10])[CH:7]=[CH:8][C:3]=1[CH2:2][O:17][C:18]1[CH:19]=[C:20]([CH:23]=[CH:24][C:25]=1[O:26][CH3:27])[CH:21]=[O:22]. The yield is 1.00.